Predict the reactants needed to synthesize the given product. From a dataset of Full USPTO retrosynthesis dataset with 1.9M reactions from patents (1976-2016). (1) Given the product [CH3:47][N:34]([CH3:33])[C:35](=[O:46])[O:36][CH:37]1[CH2:44][CH:43]2[CH:39]([CH2:40][CH:6]([NH:7][CH2:8][C:9]([N:11]3[CH2:15][CH2:14][CH2:13][CH:12]3[C:16]#[N:17])=[O:10])[CH2:42]2)[CH2:38]1, predict the reactants needed to synthesize it. The reactants are: C(O[C:6](=O)[NH:7][CH2:8][C:9]([N:11]1[CH2:15][CH2:14][CH2:13][CH:12]1[C:16]#[N:17])=[O:10])(C)(C)C.FC(F)(F)C(O)=O.C(N(CC)CC)C.[CH3:33][N:34]([CH3:47])[C:35](=[O:46])[O:36][CH:37]1[CH2:44][CH:43]2[CH:39]([CH2:40]C(=O)[CH2:42]2)[CH2:38]1.C(O[BH-](OC(=O)C)OC(=O)C)(=O)C.[Na+]. (2) Given the product [OH:27][C@@H:24]1[CH2:25][CH2:26][N:22]([C:3]2[C:2]([C:30]3[NH:29][N:28]=[CH:32][CH:31]=3)=[CH:21][C:6]([C:7]([NH:9][C:10]3[CH:15]=[CH:14][C:13]([S:16][C:17]([F:20])([F:19])[F:18])=[CH:12][CH:11]=3)=[O:8])=[CH:5][N:4]=2)[CH2:23]1, predict the reactants needed to synthesize it. The reactants are: Br[C:2]1[C:3]([N:22]2[CH2:26][CH2:25][C@@H:24]([OH:27])[CH2:23]2)=[N:4][CH:5]=[C:6]([CH:21]=1)[C:7]([NH:9][C:10]1[CH:15]=[CH:14][C:13]([S:16][C:17]([F:20])([F:19])[F:18])=[CH:12][CH:11]=1)=[O:8].[NH:28]1[CH:32]=[CH:31][CH:30]=[N:29]1. (3) Given the product [CH3:17][S:18]([C:21]1[CH:22]=[C:23]([C:24]2[O:14][C:13]([C:3]3[C:4]([C:7]4[CH:12]=[CH:11][CH:10]=[CH:9][CH:8]=4)=[N:5][O:6][C:2]=3[CH3:1])=[N:15][N:16]=2)[CH:27]=[CH:28][CH:29]=1)(=[O:19])=[O:20], predict the reactants needed to synthesize it. The reactants are: [CH3:1][C:2]1[O:6][N:5]=[C:4]([C:7]2[CH:12]=[CH:11][CH:10]=[CH:9][CH:8]=2)[C:3]=1[C:13]([NH:15][NH2:16])=[O:14].[CH3:17][S:18]([C:21]1[CH:22]=[C:23]([CH:27]=[CH:28][CH:29]=1)[C:24](O)=O)(=[O:20])=[O:19]. (4) Given the product [CH2:72]([O:79][C:80]1[C:85]([O:2][CH3:1])=[CH:84][CH:83]=[CH:82][C:81]=1[CH2:88][CH:89]([OH:92])[CH2:90][OH:91])[C:73]1[CH:74]=[CH:75][CH:76]=[CH:77][CH:78]=1, predict the reactants needed to synthesize it. The reactants are: [CH3:1][O:2]C1C2OC(CO)OC=2C=CC=1.CC[C@H]1[C@H]2C[C@H]([C@H](OC3C4C(=CC=CC=4)C(O[C@H](C4C=CN=C5C=4C=C(OC)C=C5)[C@@H]4N5C[C@H](CC)[C@@H](CC5)C4)=NN=3)C3C=CN=C4C=3C=C(OC)C=C4)N(CC2)C1.[CH2:72]([O:79][C:80]1[CH:85]=[C:84](OC)[CH:83]=[CH:82][C:81]=1[CH2:88][CH:89]([OH:92])[CH2:90][OH:91])[C:73]1[CH:78]=[CH:77][CH:76]=[CH:75][CH:74]=1. (5) The reactants are: Br[C:2]1[C:3]([C:37]([F:40])([F:39])[F:38])=[N:4][N:5]([CH2:7][C:8]([NH:10][C@H:11]([C:21]2[C:26]([C:27]3[CH:28]=[CH:29][C:30]([F:36])=[C:31]([CH:35]=3)[C:32]([NH2:34])=[O:33])=[CH:25][CH:24]=[CH:23][N:22]=2)[CH2:12][C:13]2[CH:18]=[C:17]([F:19])[CH:16]=[C:15]([F:20])[CH:14]=2)=[O:9])[CH:6]=1.[CH:41]1(B(O)O)[CH2:43][CH2:42]1.[O-]P([O-])([O-])=O.[K+].[K+].[K+].C1(P(C2CCCCC2)C2CCCCC2)CCCCC1. Given the product [CH:41]1([C:2]2[C:3]([C:37]([F:40])([F:39])[F:38])=[N:4][N:5]([CH2:7][C:8]([NH:10][C@H:11]([C:21]3[C:26]([C:27]4[CH:28]=[CH:29][C:30]([F:36])=[C:31]([CH:35]=4)[C:32]([NH2:34])=[O:33])=[CH:25][CH:24]=[CH:23][N:22]=3)[CH2:12][C:13]3[CH:14]=[C:15]([F:20])[CH:16]=[C:17]([F:19])[CH:18]=3)=[O:9])[CH:6]=2)[CH2:43][CH2:42]1, predict the reactants needed to synthesize it.